This data is from Full USPTO retrosynthesis dataset with 1.9M reactions from patents (1976-2016). The task is: Predict the reactants needed to synthesize the given product. (1) Given the product [NH2:1][C:2]1[C:3]([F:11])=[C:4]([CH:7]=[CH:8][C:9]=1[F:10])[CH2:5][NH:6][C:12](=[O:17])[C:13]([CH3:16])([CH3:15])[CH3:14], predict the reactants needed to synthesize it. The reactants are: [NH2:1][C:2]1[C:3]([F:11])=[C:4]([CH:7]=[CH:8][C:9]=1[F:10])[CH2:5][NH2:6].[C:12](Cl)(=[O:17])[C:13]([CH3:16])([CH3:15])[CH3:14]. (2) Given the product [Br:19][C:16]1[CH:15]=[CH:14][C:13]([CH2:12][N:9]2[CH2:10][CH2:11][C:6]([S:20]([C:23]3[CH:24]=[CH:25][C:26]([O:29][CH2:30][C:31]#[C:32][CH3:33])=[CH:27][CH:28]=3)(=[O:22])=[O:21])([C:4]([OH:5])=[O:3])[CH2:7][CH2:8]2)=[CH:18][CH:17]=1, predict the reactants needed to synthesize it. The reactants are: C([O:3][C:4]([C:6]1([S:20]([C:23]2[CH:28]=[CH:27][C:26]([O:29][CH2:30][C:31]#[C:32][CH3:33])=[CH:25][CH:24]=2)(=[O:22])=[O:21])[CH2:11][CH2:10][N:9]([CH2:12][C:13]2[CH:18]=[CH:17][C:16]([Br:19])=[CH:15][CH:14]=2)[CH2:8][CH2:7]1)=[O:5])C.CO.[OH-].[Na+]. (3) The reactants are: C(O[C:6]([N:8]1[CH2:12][C:11](=[N:13][O:14][CH2:15][C:16]2[CH:21]=[CH:20][C:19]([O:22][CH3:23])=[CH:18][CH:17]=2)[CH2:10][C@H:9]1[C:24]([OH:26])=O)=[O:7])(C)(C)C.[CH3:27][O:28][CH2:29]C(Cl)=O.[CH2:33]([NH2:40])[C:34]1[CH:39]=[CH:38][CH:37]=[CH:36][CH:35]=1. Given the product [CH2:33]([NH:40][C:24]([C@@H:9]1[CH2:10][C:11](=[N:13][O:14][CH2:15][C:16]2[CH:17]=[CH:18][C:19]([O:22][CH3:23])=[CH:20][CH:21]=2)[CH2:12][N:8]1[C:6](=[O:7])[CH2:29][O:28][CH3:27])=[O:26])[C:34]1[CH:39]=[CH:38][CH:37]=[CH:36][CH:35]=1, predict the reactants needed to synthesize it.